The task is: Predict the reactants needed to synthesize the given product.. This data is from Full USPTO retrosynthesis dataset with 1.9M reactions from patents (1976-2016). Given the product [O:1]1[CH2:6][CH2:5][CH2:4][CH2:3][CH:2]1[O:7][CH:8]1[CH2:13][NH:12][C:11](=[O:14])[N:10]2[C:15]3[N:21]=[CH:20][CH:19]=[C:18]([O:25][CH3:23])[C:16]=3[CH:17]=[C:9]12, predict the reactants needed to synthesize it. The reactants are: [O:1]1[CH2:6][CH2:5][CH2:4][CH2:3][CH:2]1[O:7][CH:8]1[CH2:13][NH:12][C:11](=[O:14])[N:10]2[C:15]3[N:21]=[CH:20][CH:19]=[CH:18][C:16]=3[CH:17]=[C:9]12.Cl[C:23](Cl)([O:25]C(=O)OC(Cl)(Cl)Cl)Cl.NCC(C1NC2C(C=1)=C(OC)C=CN=2)OC1CCCCO1.CCN(C(C)C)C(C)C.